Dataset: Reaction yield outcomes from USPTO patents with 853,638 reactions. Task: Predict the reaction yield, written as a fraction of the theoretical maximum amount of product (1.0 means a 100% yield; for example, 0.34 means a 34% yield). (1) The reactants are [CH3:1][CH:2]1[CH2:7][C:6](=O)[CH2:5][CH2:4][O:3]1.[CH2:9]([NH2:16])[C:10]1[CH:15]=[CH:14][CH:13]=[CH:12][CH:11]=1.[BH-](OC(C)=O)(OC(C)=O)OC(C)=O.[Na+]. The catalyst is ClCCCl.O. The product is [CH2:9]([NH:16][C@H:6]1[CH2:5][CH2:4][O:3][C@@H:2]([CH3:1])[CH2:7]1)[C:10]1[CH:15]=[CH:14][CH:13]=[CH:12][CH:11]=1.[CH2:9]([NH:16][C@@H:6]1[CH2:5][CH2:4][O:3][C@@H:2]([CH3:1])[CH2:7]1)[C:10]1[CH:15]=[CH:14][CH:13]=[CH:12][CH:11]=1. The yield is 0.390. (2) The reactants are [Cl:1][C:2]1[N:7]=[CH:6][C:5]([OH:8])=[C:4]([CH3:9])[CH:3]=1.C(=O)([O-])[O-].[Cs+].[Cs+].[F:16][CH:17]([F:23])[C:18]([F:22])([F:21])[CH2:19]I.O. The catalyst is CN(C=O)C. The product is [Cl:1][C:2]1[CH:3]=[C:4]([CH3:9])[C:5]([O:8][CH2:19][C:18]([F:22])([F:21])[CH:17]([F:23])[F:16])=[CH:6][N:7]=1. The yield is 0.890. (3) The reactants are [Br:1][C:2]1[CH:11]=[C:10]2[C:5]([CH2:6][CH2:7][CH2:8][NH:9]2)=[CH:4][CH:3]=1.[C:12](OC(=O)C)(=[O:14])[CH3:13].N1C=CC=CC=1. The catalyst is C(Cl)Cl. The product is [Br:1][C:2]1[CH:11]=[C:10]2[C:5]([CH2:6][CH2:7][CH2:8][N:9]2[C:12](=[O:14])[CH3:13])=[CH:4][CH:3]=1. The yield is 0.910. (4) The reactants are [N:1]1[CH:6]=[CH:5][CH:4]=[CH:3][C:2]=1[C:7]1[N:11]=[C:10]([C:12]2[CH:17]=[C:16]([C:18]([O:20][CH3:21])=[O:19])[CH:15]=[C:14](I)[CH:13]=2)[O:9][N:8]=1.[CH3:23][N:24](C)C=O. The catalyst is C(OCC)(=O)C.[C-]#N.[Zn+2].[C-]#N.C1C=CC([P]([Pd]([P](C2C=CC=CC=2)(C2C=CC=CC=2)C2C=CC=CC=2)([P](C2C=CC=CC=2)(C2C=CC=CC=2)C2C=CC=CC=2)[P](C2C=CC=CC=2)(C2C=CC=CC=2)C2C=CC=CC=2)(C2C=CC=CC=2)C2C=CC=CC=2)=CC=1. The product is [N:1]1[CH:6]=[CH:5][CH:4]=[CH:3][C:2]=1[C:7]1[N:11]=[C:10]([C:12]2[CH:17]=[C:16]([C:18]([O:20][CH3:21])=[O:19])[CH:15]=[C:14]([C:23]#[N:24])[CH:13]=2)[O:9][N:8]=1. The yield is 0.780. (5) The reactants are [CH3:1][O:2][CH2:3][C:4]1[C:8]([CH:9]=[O:10])=[CH:7][N:6]([C:11]2[CH:16]=[CH:15][CH:14]=[C:13]([C:17]([F:20])([F:19])[F:18])[N:12]=2)[N:5]=1.[CH:21]1([Mg]Br)[CH2:26][CH2:25][CH2:24][CH2:23][CH2:22]1. The catalyst is O1CCCC1. The product is [CH:21]1([CH:9]([C:8]2[C:4]([CH2:3][O:2][CH3:1])=[N:5][N:6]([C:11]3[CH:16]=[CH:15][CH:14]=[C:13]([C:17]([F:20])([F:18])[F:19])[N:12]=3)[CH:7]=2)[OH:10])[CH2:26][CH2:25][CH2:24][CH2:23][CH2:22]1. The yield is 0.670. (6) The reactants are Br[C:2]1[CH:3]=[CH:4][C:5]2[O:11][CH2:10][CH2:9][N:8]([C:12]([O:14][C:15]([CH3:18])([CH3:17])[CH3:16])=[O:13])[CH2:7][C:6]=2[CH:19]=1.[B:20](OC(C)C)([O:25]C(C)C)[O:21]C(C)C.C([Li])CCC. The catalyst is C1COCC1. The product is [CH3:16][C:15]([O:14][C:12]([N:8]1[CH2:7][C:6]2[CH:19]=[C:2]([B:20]([OH:25])[OH:21])[CH:3]=[CH:4][C:5]=2[O:11][CH2:10][CH2:9]1)=[O:13])([CH3:18])[CH3:17]. The yield is 0.870.